This data is from CYP2C19 inhibition data for predicting drug metabolism from PubChem BioAssay. The task is: Regression/Classification. Given a drug SMILES string, predict its absorption, distribution, metabolism, or excretion properties. Task type varies by dataset: regression for continuous measurements (e.g., permeability, clearance, half-life) or binary classification for categorical outcomes (e.g., BBB penetration, CYP inhibition). Dataset: cyp2c19_veith. (1) The drug is NC(N)=NNC(=O)C(=O)O. The result is 0 (non-inhibitor). (2) The compound is COc1ccc(-c2nc3cnc(OC)nc3n(Cc3cccc(OC)c3)c2=O)cc1. The result is 0 (non-inhibitor). (3) The molecule is Cc1ccccc1/C=C1\OC(=O)c2ccccc21. The result is 1 (inhibitor). (4) The compound is Cc1nc2c(C#N)c(C)[nH]n2c(=O)c1Cc1ccccc1. The result is 0 (non-inhibitor).